This data is from Catalyst prediction with 721,799 reactions and 888 catalyst types from USPTO. The task is: Predict which catalyst facilitates the given reaction. (1) Reactant: C(O[C:5]1[C:10]2[CH:11]=[CH:12][O:13][C:9]=2[CH:8]=[C:7]([C:14](OCC)=O)[CH:6]=1)(=O)C.[C:19](=[O:22])([O-])[O-].[K+].[K+].[CH3:25]B1OB(C)OB(C)O1.O.[O:35]1[CH2:40]COC[CH2:36]1. Product: [CH3:36][O:35][CH2:40][CH2:11][CH2:12][O:13][C:9]1[CH:10]=[C:5]([C:19](=[O:22])[CH3:25])[CH:6]=[C:7]([CH3:14])[CH:8]=1. The catalyst class is: 140. (2) Reactant: [NH2:1][C:2]1[C:3]([NH:10][C:11]2[CH:16]=[CH:15][C:14]([CH2:17][CH2:18][NH:19][C:20]([NH:22][S:23]([C:26]3[CH:31]=[CH:30][C:29]([CH3:32])=[CH:28][CH:27]=3)(=[O:25])=[O:24])=[O:21])=[CH:13][CH:12]=2)=[N:4][C:5]([CH3:9])=[CH:6][C:7]=1[CH3:8].Br[C:34]#[N:35]. Product: [NH2:35][C:34]1[N:10]([C:11]2[CH:16]=[CH:15][C:14]([CH2:17][CH2:18][NH:19][C:20]([NH:22][S:23]([C:26]3[CH:27]=[CH:28][C:29]([CH3:32])=[CH:30][CH:31]=3)(=[O:25])=[O:24])=[O:21])=[CH:13][CH:12]=2)[C:3]2=[N:4][C:5]([CH3:9])=[CH:6][C:7]([CH3:8])=[C:2]2[N:1]=1. The catalyst class is: 569. (3) Reactant: [O:1]=[C:2]([N:24]1[CH2:29][CH2:28][CH:27]([O:30][C:31]2[CH:36]=[CH:35][CH:34]=[C:33]([C:37]([F:40])([F:39])[F:38])[CH:32]=2)[CH2:26][CH2:25]1)[CH2:3][NH:4][C:5]([C:7]1[N:8]=[N:9][N:10]([CH:12]2[CH2:16][CH2:15][N:14](CC3C=CC=CC=3)[CH2:13]2)[CH:11]=1)=[O:6].C(N1CCC(N)C1)C1C=CC=CC=1. Product: [O:1]=[C:2]([N:24]1[CH2:29][CH2:28][CH:27]([O:30][C:31]2[CH:36]=[CH:35][CH:34]=[C:33]([C:37]([F:38])([F:39])[F:40])[CH:32]=2)[CH2:26][CH2:25]1)[CH2:3][NH:4][C:5]([C:7]1[N:8]=[N:9][N:10]([CH:12]2[CH2:16][CH2:15][NH:14][CH2:13]2)[CH:11]=1)=[O:6]. The catalyst class is: 105. (4) Reactant: [CH3:1][C:2]1[N:7]=[CH:6][C:5]([OH:8])=[CH:4][CH:3]=1.[H-].[Na+].FC(F)(F)S(O[C:17]1[C:26]2[C:25](=[O:27])[N:24]([CH2:28][C:29]3[CH:34]=[CH:33][C:32]([O:35][CH3:36])=[CH:31][CH:30]=3)[C:23](=[O:37])[N:22]([C:38]3[CH:43]=[CH:42][C:41]([I:44])=[CH:40][C:39]=3[F:45])[C:21]=2[N:20]([CH3:46])[C:19](=[O:47])[CH:18]=1)(=O)=O. Product: [CH3:1][C:2]1[N:7]=[CH:6][C:5]([O:8][C:17]2[C:26]3[C:25](=[O:27])[N:24]([CH2:28][C:29]4[CH:30]=[CH:31][C:32]([O:35][CH3:36])=[CH:33][CH:34]=4)[C:23](=[O:37])[N:22]([C:38]4[CH:43]=[CH:42][C:41]([I:44])=[CH:40][C:39]=4[F:45])[C:21]=3[N:20]([CH3:46])[C:19](=[O:47])[CH:18]=2)=[CH:4][CH:3]=1. The catalyst class is: 7. (5) Reactant: [F:1][C:2]1[CH:23]=[C:22]2[C:5]([C:6](=[O:24])[CH2:7][C:8]3([O:21]2)[CH2:13][CH2:12][N:11](C(OC(C)(C)C)=O)[CH2:10][CH2:9]3)=[CH:4][CH:3]=1.[ClH:25]. Product: [ClH:25].[F:1][C:2]1[CH:23]=[C:22]2[C:5]([C:6](=[O:24])[CH2:7][C:8]3([O:21]2)[CH2:13][CH2:12][NH:11][CH2:10][CH2:9]3)=[CH:4][CH:3]=1. The catalyst class is: 12. (6) The catalyst class is: 2. Reactant: [S:1]1[C:5]2[CH:6]=[CH:7][CH:8]=[CH:9][C:4]=2[C:3]([N:10]2[CH2:15][CH2:14][N:13]([CH2:16][CH:17]([C:19]3[CH:20]=[C:21]4[C:25](=[CH:26][CH:27]=3)[C:24]([CH3:29])([CH3:28])[C:23](=[O:30])[C:22]4([CH3:32])[CH3:31])O)[CH2:12][CH2:11]2)=[N:2]1.CS([Cl:37])(=O)=O.C(N(CC)CC)C. Product: [S:1]1[C:5]2[CH:6]=[CH:7][CH:8]=[CH:9][C:4]=2[C:3]([N:10]2[CH2:15][CH2:14][N:13]([CH2:16][CH:17]([C:19]3[CH:20]=[C:21]4[C:25](=[CH:26][CH:27]=3)[C:24]([CH3:29])([CH3:28])[C:23](=[O:30])[C:22]4([CH3:32])[CH3:31])[Cl:37])[CH2:12][CH2:11]2)=[N:2]1. (7) Reactant: [CH2:1]([O:3][C:4]([CH2:6][C:7]1[CH:8]=[N:9][NH:10][CH:11]=1)=[O:5])[CH3:2].[H-].[Na+].[Si:14]([O:21][CH:22]1[CH2:27][CH2:26][N:25]([C:28]([C:41]2[CH:46]=[CH:45][CH:44]=[CH:43][CH:42]=2)([C:35]2[CH:40]=[CH:39][CH:38]=[CH:37][CH:36]=2)[C:29]2[CH:34]=[CH:33][CH:32]=[CH:31][CH:30]=2)[CH2:24]/[C:23]/1=[CH:47]/[CH2:48]OS(C1C=CC(C)=CC=1)(=O)=O)([C:17]([CH3:20])([CH3:19])[CH3:18])([CH3:16])[CH3:15]. Product: [Si:14]([O:21][CH:22]1[CH2:27][CH2:26][N:25]([C:28]([C:41]2[CH:42]=[CH:43][CH:44]=[CH:45][CH:46]=2)([C:35]2[CH:40]=[CH:39][CH:38]=[CH:37][CH:36]=2)[C:29]2[CH:30]=[CH:31][CH:32]=[CH:33][CH:34]=2)[CH2:24]/[C:23]/1=[CH:47]/[CH2:48][N:9]1[CH:8]=[C:7]([CH2:6][C:4]([O:3][CH2:1][CH3:2])=[O:5])[CH:11]=[N:10]1)([C:17]([CH3:20])([CH3:19])[CH3:18])([CH3:15])[CH3:16]. The catalyst class is: 42.